From a dataset of Reaction yield outcomes from USPTO patents with 853,638 reactions. Predict the reaction yield, written as a fraction of the theoretical maximum amount of product (1.0 means a 100% yield; for example, 0.34 means a 34% yield). (1) The reactants are O=P(Cl)(Cl)Cl.O.[C:7](=[O:10])(O)[O-].[Na+].[CH:12]([N:15]([CH2:23][C:24]#[CH:25])[C:16]1[CH:17]=[C:18]([OH:22])[CH:19]=[CH:20][CH:21]=1)([CH3:14])[CH3:13]. The catalyst is CN(C=O)C. The product is [OH:22][C:18]1[CH:17]=[C:16]([N:15]([CH:12]([CH3:14])[CH3:13])[CH2:23][C:24]#[CH:25])[CH:21]=[CH:20][C:19]=1[CH:7]=[O:10]. The yield is 0.820. (2) The reactants are [Cl:1][C:2]1[CH:3]=[CH:4][C:5]([C@:8]([NH:23][S@:24]([C:26]([CH3:29])([CH3:28])[CH3:27])=[O:25])([C:12]2[CH:17]=[C:16]([C:18]([F:21])([F:20])[F:19])[CH:15]=[C:14]([F:22])[CH:13]=2)[CH2:9][C:10]#[N:11])=[N:6][CH:7]=1.[NH2:30][OH:31]. The catalyst is CCO.C(Cl)Cl. The product is [Cl:1][C:2]1[CH:3]=[CH:4][C:5]([C@@:8]([C:12]2[CH:17]=[C:16]([C:18]([F:20])([F:21])[F:19])[CH:15]=[C:14]([F:22])[CH:13]=2)([NH:23][S@:24]([C:26]([CH3:29])([CH3:28])[CH3:27])=[O:25])[CH2:9]/[C:10](/[NH2:11])=[N:30]/[OH:31])=[N:6][CH:7]=1. The yield is 1.00.